This data is from Full USPTO retrosynthesis dataset with 1.9M reactions from patents (1976-2016). The task is: Predict the reactants needed to synthesize the given product. (1) Given the product [CH3:20][C:21]1([CH3:34])[CH2:26][N:25]([CH2:11][C:10]2[CH:13]=[CH:14][C:7]([N:1]3[CH2:6][CH2:5][O:4][CH2:3][CH2:2]3)=[CH:8][C:9]=2[O:15][C:16]([F:19])([F:18])[F:17])[CH2:24][CH2:23][N:22]1[C:27]([O:29][C:30]([CH3:33])([CH3:32])[CH3:31])=[O:28], predict the reactants needed to synthesize it. The reactants are: [N:1]1([C:7]2[CH:14]=[CH:13][C:10]([CH:11]=O)=[C:9]([O:15][C:16]([F:19])([F:18])[F:17])[CH:8]=2)[CH2:6][CH2:5][O:4][CH2:3][CH2:2]1.[CH3:20][C:21]1([CH3:34])[CH2:26][NH:25][CH2:24][CH2:23][N:22]1[C:27]([O:29][C:30]([CH3:33])([CH3:32])[CH3:31])=[O:28].ClCCCl.[Na]. (2) Given the product [Cl:11][C:12]1[CH:20]=[CH:19][CH:18]=[C:17]([C:21]([F:23])([F:24])[F:22])[C:13]=1[C:14]([N:4]1[C:5]2[C:10](=[CH:9][CH:8]=[CH:7][CH:6]=2)[C:2]([I:1])=[N:3]1)=[O:15], predict the reactants needed to synthesize it. The reactants are: [I:1][C:2]1[C:10]2[C:5](=[CH:6][CH:7]=[CH:8][CH:9]=2)[NH:4][N:3]=1.[Cl:11][C:12]1[CH:20]=[CH:19][CH:18]=[C:17]([C:21]([F:24])([F:23])[F:22])[C:13]=1[C:14](Cl)=[O:15].CCN(CC)CC.O. (3) Given the product [CH3:24]/[C:25](=[CH:28]\[CH2:29][CH3:30])/[CH2:26][NH:1][C:2]1[CH:3]=[C:4]([C:8]2[N:13]3[N:14]=[CH:15][C:16]([C:17]([C:19]4[S:20][CH:21]=[CH:22][CH:23]=4)=[O:18])=[C:12]3[N:11]=[CH:10][CH:9]=2)[CH:5]=[CH:6][CH:7]=1, predict the reactants needed to synthesize it. The reactants are: [NH2:1][C:2]1[CH:3]=[C:4]([C:8]2[N:13]3[N:14]=[CH:15][C:16]([C:17]([C:19]4[S:20][CH:21]=[CH:22][CH:23]=4)=[O:18])=[C:12]3[N:11]=[CH:10][CH:9]=2)[CH:5]=[CH:6][CH:7]=1.[CH3:24][C:25](=[CH:28][CH2:29][CH3:30])[CH:26]=O. (4) Given the product [Br:1][C:2]1[CH:3]=[CH:4][C:5]([O:10][CH3:11])=[C:6](/[CH:7]=[CH:31]/[C:32]([O:34][CH3:35])=[O:33])[CH:9]=1, predict the reactants needed to synthesize it. The reactants are: [Br:1][C:2]1[CH:3]=[CH:4][C:5]([O:10][CH3:11])=[C:6]([CH:9]=1)[CH:7]=O.C1(P(=[CH:31][C:32]([O:34][CH3:35])=[O:33])(C2C=CC=CC=2)C2C=CC=CC=2)C=CC=CC=1. (5) Given the product [CH3:11][O:12][C:13]1[CH:14]=[C:15]2[C:20](=[CH:21][C:22]=1[O:23][CH3:24])[N:19]=[CH:18][N:17]=[C:16]2[NH:25][C:26]1[S:27][C:28]2[CH:34]=[C:33]([NH:35][C:7](=[O:8])[C:4]3[CH:5]=[CH:6][C:1]([CH3:10])=[CH:2][CH:3]=3)[CH:32]=[CH:31][C:29]=2[N:30]=1, predict the reactants needed to synthesize it. The reactants are: [C:1]1([CH3:10])[CH:6]=[CH:5][C:4]([C:7](Cl)=[O:8])=[CH:3][CH:2]=1.[CH3:11][O:12][C:13]1[CH:14]=[C:15]2[C:20](=[CH:21][C:22]=1[O:23][CH3:24])[N:19]=[CH:18][N:17]=[C:16]2[NH:25][C:26]1[S:27][C:28]2[CH:34]=[C:33]([NH2:35])[CH:32]=[CH:31][C:29]=2[N:30]=1.